This data is from Full USPTO retrosynthesis dataset with 1.9M reactions from patents (1976-2016). The task is: Predict the reactants needed to synthesize the given product. Given the product [CH2:20]([NH:27][S:16]([C:14]1[S:15][C:11]([C:5]2[CH:4]=[C:3]([CH2:1][CH3:2])[C:8](=[O:9])[NH:7][C:6]=2[CH3:10])=[CH:12][CH:13]=1)(=[O:18])=[O:17])[C:21]1[CH:26]=[CH:25][CH:24]=[CH:23][CH:22]=1, predict the reactants needed to synthesize it. The reactants are: [CH2:1]([C:3]1[C:8](=[O:9])[NH:7][C:6]([CH3:10])=[C:5]([C:11]2[S:15][C:14]([S:16](Cl)(=[O:18])=[O:17])=[CH:13][CH:12]=2)[CH:4]=1)[CH3:2].[CH2:20]([NH2:27])[C:21]1[CH:26]=[CH:25][CH:24]=[CH:23][CH:22]=1.